Dataset: Full USPTO retrosynthesis dataset with 1.9M reactions from patents (1976-2016). Task: Predict the reactants needed to synthesize the given product. The reactants are: [Cl:1][C:2]1[CH:3]=[C:4]([CH2:9][N:10]2[CH:14]=[C:13]([NH:15][C:16]([C:18]3[CH:19]=[C:20]4[C:25](=[CH:26][CH:27]=3)[CH2:24][N:23](C(OC(C)(C)C)=O)[CH2:22][CH2:21]4)=[O:17])[CH:12]=[N:11]2)[CH:5]=[CH:6][C:7]=1[Cl:8].Cl. Given the product [ClH:1].[Cl:1][C:2]1[CH:3]=[C:4]([CH2:9][N:10]2[CH:14]=[C:13]([NH:15][C:16]([C:18]3[CH:19]=[C:20]4[C:25](=[CH:26][CH:27]=3)[CH2:24][NH:23][CH2:22][CH2:21]4)=[O:17])[CH:12]=[N:11]2)[CH:5]=[CH:6][C:7]=1[Cl:8], predict the reactants needed to synthesize it.